This data is from Catalyst prediction with 721,799 reactions and 888 catalyst types from USPTO. The task is: Predict which catalyst facilitates the given reaction. Reactant: [Br:1]N1C(=O)CCC1=O.[Cl:9][C:10]1[CH:15]=[CH:14][C:13]([C:16]2[N:20]([CH2:21][CH3:22])[C:19]([C:23](=[O:26])[CH2:24][CH3:25])=[CH:18][C:17]=2[CH3:27])=[CH:12][CH:11]=1.C(OCC)(=O)C. The catalyst class is: 1. Product: [Br:1][C:18]1[C:17]([CH3:27])=[C:16]([C:13]2[CH:14]=[CH:15][C:10]([Cl:9])=[CH:11][CH:12]=2)[N:20]([CH2:21][CH3:22])[C:19]=1[C:23](=[O:26])[CH2:24][CH3:25].